This data is from Forward reaction prediction with 1.9M reactions from USPTO patents (1976-2016). The task is: Predict the product of the given reaction. (1) Given the reactants [CH3:1][O:2][C:3]1[CH:8]=[CH:7][C:6]([N:9]([CH3:22])[C:10]2[C:19]3[C:14](=[CH:15][CH:16]=[CH:17][CH:18]=3)[N:13]=[C:12]([C:20]#[N:21])[N:11]=2)=[CH:5][CH:4]=1.[N-:23]=[N+:24]=[N-:25].[Na+].[Cl-].[NH4+], predict the reaction product. The product is: [CH3:1][O:2][C:3]1[CH:8]=[CH:7][C:6]([N:9]([CH3:22])[C:10]2[C:19]3[C:14](=[CH:15][CH:16]=[CH:17][CH:18]=3)[N:13]=[C:12]([C:20]3[NH:25][N:24]=[N:23][N:21]=3)[N:11]=2)=[CH:5][CH:4]=1. (2) Given the reactants [CH3:1][O:2][C:3]1[CH:8]=[CH:7][C:6]([C:9]2[CH:14]=[CH:13][C:12]([N+:15]([O-])=O)=[CH:11][CH:10]=2)=[CH:5][N:4]=1, predict the reaction product. The product is: [CH3:1][O:2][C:3]1[N:4]=[CH:5][C:6]([C:9]2[CH:14]=[CH:13][C:12]([NH2:15])=[CH:11][CH:10]=2)=[CH:7][CH:8]=1. (3) Given the reactants [C:1]([O:5][C:6]([C@H:8]1[CH2:11][C@@H:10]([C:12]([OH:14])=[O:13])[C:9]1([CH3:16])[CH3:15])=[O:7])([CH3:4])([CH3:3])[CH3:2].CCN(C(C)C)C(C)C.[Cl:26][C:27]1[CH:35]=[C:34]([Cl:36])[CH:33]=[C:32]([Cl:37])[C:28]=1[C:29](Cl)=[O:30], predict the reaction product. The product is: [Cl:26][C:27]1[CH:35]=[C:34]([Cl:36])[CH:33]=[C:32]([Cl:37])[C:28]=1[C:29]([O:13][C:12]([C@@H:10]1[CH2:11][C@H:8]([C:6]([O:5][C:1]([CH3:4])([CH3:2])[CH3:3])=[O:7])[C:9]1([CH3:16])[CH3:15])=[O:14])=[O:30].